Dataset: Full USPTO retrosynthesis dataset with 1.9M reactions from patents (1976-2016). Task: Predict the reactants needed to synthesize the given product. (1) Given the product [Cl:25][C:20]1[CH:21]=[CH:22][CH:23]=[CH:24][C:19]=1[C:17]1[O:16][N:15]=[C:14]([CH2:13][NH:11][C:8]23[CH2:10][CH:4]4[CH2:5][CH:6]([CH2:1][CH:2]([CH2:3]4)[CH2:9]2)[CH2:7]3)[N:18]=1, predict the reactants needed to synthesize it. The reactants are: [CH2:1]1[CH:6]2[CH2:7][C:8]3([NH2:11])[CH2:10][CH:4]([CH2:5]2)[CH2:3][CH:2]1[CH2:9]3.Cl[CH2:13][C:14]1[N:18]=[C:17]([C:19]2[CH:24]=[CH:23][CH:22]=[CH:21][C:20]=2[Cl:25])[O:16][N:15]=1. (2) Given the product [CH3:1][O:2][C:3]1[CH:4]=[C:5]([CH2:6][C:16]([C:17]2[CH:22]=[CH:21][CH:20]=[CH:19][CH:18]=2)([C:24]2[CH:29]=[CH:28][CH:27]=[CH:26][CH:25]=2)[OH:23])[CH:8]=[C:9]([O:14][CH3:15])[C:10]=1[CH:11]([CH3:13])[CH3:12], predict the reactants needed to synthesize it. The reactants are: [CH3:1][O:2][C:3]1[CH:4]=[C:5]([CH:8]=[C:9]([O:14][CH3:15])[C:10]=1[CH:11]([CH3:13])[CH3:12])[CH2:6]Br.[C:16]([C:24]1[CH:29]=[CH:28][CH:27]=[CH:26][CH:25]=1)(=[O:23])[C:17]1[CH:22]=[CH:21][CH:20]=[CH:19][CH:18]=1. (3) The reactants are: FC(F)(F)C1C=C(NC(=O)NC2C=CC(C3SC(CCC(O)=O)=NC=3)=CC=2)C=CC=1.[Cl:31][C:32]1[CH:37]=[CH:36][CH:35]=[CH:34][C:33]=1[NH:38][C:39](=[O:64])[NH:40][C:41]1[CH:46]=[CH:45][C:44]([C:47]2[S:51][C:50]([CH:52]3[CH2:57][CH2:56][N:55]([CH2:58][C:59]([O:61]CC)=[O:60])[CH2:54][CH2:53]3)=[N:49][CH:48]=2)=[CH:43][CH:42]=1. Given the product [Cl:31][C:32]1[CH:37]=[CH:36][CH:35]=[CH:34][C:33]=1[NH:38][C:39](=[O:64])[NH:40][C:41]1[CH:42]=[CH:43][C:44]([C:47]2[S:51][C:50]([CH:52]3[CH2:53][CH2:54][N:55]([CH2:58][C:59]([OH:61])=[O:60])[CH2:56][CH2:57]3)=[N:49][CH:48]=2)=[CH:45][CH:46]=1, predict the reactants needed to synthesize it. (4) Given the product [Br:18][C:19]1[CH:20]=[CH:21][C:22]([CH:25]=[C:9]([C:8](=[O:17])[C:3]2[CH:4]=[CH:5][CH:6]=[CH:7][C:2]=2[OH:1])[C:10]([O:12][C:13]([CH3:14])([CH3:16])[CH3:15])=[O:11])=[N:23][CH:24]=1, predict the reactants needed to synthesize it. The reactants are: [OH:1][C:2]1[CH:7]=[CH:6][CH:5]=[CH:4][C:3]=1[C:8](=[O:17])[CH2:9][C:10]([O:12][C:13]([CH3:16])([CH3:15])[CH3:14])=[O:11].[Br:18][C:19]1[CH:20]=[CH:21][C:22]([CH:25]=O)=[N:23][CH:24]=1.N1CCCCC1.C(O)(=O)C. (5) Given the product [CH3:13][O:12][C:9]1[CH:10]=[C:11]2[C:6](=[C:7]([C:14]#[N:15])[CH:8]=1)[C:5](=[O:16])[N:4]([C:17]1[CH:22]=[CH:21][C:20]([O:23][CH3:24])=[CH:19][CH:18]=1)[CH:3]=[C:2]2[C:34]1[CH:33]=[C:32]([F:31])[C:37]([F:38])=[C:36]([F:39])[CH:35]=1, predict the reactants needed to synthesize it. The reactants are: Br[C:2]1[C:11]2[C:6](=[C:7]([C:14]#[N:15])[CH:8]=[C:9]([O:12][CH3:13])[CH:10]=2)[C:5](=[O:16])[N:4]([C:17]2[CH:22]=[CH:21][C:20]([O:23][CH3:24])=[CH:19][CH:18]=2)[CH:3]=1.C(=O)([O-])[O-].[Cs+].[Cs+].[F:31][C:32]1[CH:33]=[C:34](B(O)O)[CH:35]=[C:36]([F:39])[C:37]=1[F:38]. (6) Given the product [CH2:38]([N:37]([CH3:36])[C:33]([CH2:32][O:31][C:28]1[CH:29]=[CH:30][C:24]2[CH2:23][CH2:22][CH2:21][CH:20]([N:8]([CH2:9][C@H:10]([OH:19])[CH2:11][O:12][C:13]3[CH:14]=[CH:15][CH:16]=[CH:17][CH:18]=3)[C:6]([O:5][C:1]([CH3:2])([CH3:3])[CH3:4])=[O:7])[CH2:26][C:25]=2[CH:27]=1)=[O:34])[CH2:39][CH2:40][CH3:41], predict the reactants needed to synthesize it. The reactants are: [C:1]([O:5][C:6]([N:8]([CH:20]1[CH2:26][C:25]2[CH:27]=[C:28]([O:31][CH2:32][C:33](O)=[O:34])[CH:29]=[CH:30][C:24]=2[CH2:23][CH2:22][CH2:21]1)[CH2:9][C@H:10]([OH:19])[CH2:11][O:12][C:13]1[CH:18]=[CH:17][CH:16]=[CH:15][CH:14]=1)=[O:7])([CH3:4])([CH3:3])[CH3:2].[CH3:36][NH:37][CH2:38][CH2:39][CH2:40][CH3:41].Cl.CN(C)CCCN=C=NCC.Cl. (7) The reactants are: C([N:4]([C:6](=[O:37])[C:7]1[CH:12]=[C:11]([C:13]#[N:14])[CH:10]=[CH:9][C:8]=1[CH:15]1[C:20]([C:21](=O)[CH3:22])=[C:19]([CH3:24])[N:18]([C:25]2[CH:30]=[CH:29][CH:28]=[C:27]([C:31]([F:34])([F:33])[F:32])[CH:26]=2)[C:17](=[O:35])[N:16]1[CH3:36])[NH2:5])(=O)C.[OH-:38].COC(NS([N+](CC)(CC)[CH2:48][CH3:49])(=O)=O)=O. Given the product [C:21]([C:20]1[CH:15]([C:8]2[CH:9]=[CH:10][C:11]([C:13]#[N:14])=[CH:12][C:7]=2[C:6]2[O:37][C:48]([CH3:49])=[N:5][N:4]=2)[N:16]([CH3:36])[C:17](=[O:35])[N:18]([C:25]2[CH:30]=[CH:29][CH:28]=[C:27]([C:31]([F:33])([F:34])[F:32])[CH:26]=2)[C:19]=1[CH3:24])(=[O:38])[CH3:22], predict the reactants needed to synthesize it.